Dataset: Catalyst prediction with 721,799 reactions and 888 catalyst types from USPTO. Task: Predict which catalyst facilitates the given reaction. (1) Reactant: O=[C:2]([C:6]1[CH:11]=[CH:10][CH:9]=[CH:8][N:7]=1)[CH2:3][C:4]#[N:5].C(N(CC)CC)C.[CH:19]1[CH:24]=[CH:23][C:22]([CH2:25][CH2:26][NH:27][NH2:28])=[CH:21][CH:20]=1.OS(O)(=O)=O.C(Cl)Cl.CO. Product: [CH2:26]([N:27]1[C:4]([NH2:5])=[CH:3][C:2]([C:6]2[CH:11]=[CH:10][CH:9]=[CH:8][N:7]=2)=[N:28]1)[CH2:25][C:22]1[CH:23]=[CH:24][CH:19]=[CH:20][CH:21]=1. The catalyst class is: 351. (2) Reactant: C1(N)C(F)=C(F)C(F)=C(N)C=1F.Cl.Cl.[NH:15]1[C:23]2[C:18](=[CH:19][CH:20]=[CH:21][CH:22]=2)[C:17](/[CH:24]=[CH:25]/[C:26]2[CH:39]=[CH:38][C:29]([C:30]([N:32]3[CH2:37][CH2:36][NH:35][CH2:34][CH2:33]3)=[O:31])=[CH:28][CH:27]=2)=[N:16]1.C(OC([N:47]1[CH2:54][CH2:53][CH2:52][C@H:48]1[C:49](O)=[O:50])=O)(C)(C)C.O.ON1C2C=CC=CC=2N=N1.Cl.C(N=C=NCCCN(C)C)C.CN1CCOCC1.Cl.CO. Product: [NH:47]1[CH2:54][CH2:53][CH2:52][C@H:48]1[C:49]([N:35]1[CH2:36][CH2:37][N:32]([C:30](=[O:31])[C:29]2[CH:28]=[CH:27][C:26](/[CH:25]=[CH:24]/[C:17]3[C:18]4[C:23](=[CH:22][CH:21]=[CH:20][CH:19]=4)[NH:15][N:16]=3)=[CH:39][CH:38]=2)[CH2:33][CH2:34]1)=[O:50]. The catalyst class is: 5.